Dataset: Experimental lipophilicity measurements (octanol/water distribution) for 4,200 compounds from AstraZeneca. Task: Regression/Classification. Given a drug SMILES string, predict its absorption, distribution, metabolism, or excretion properties. Task type varies by dataset: regression for continuous measurements (e.g., permeability, clearance, half-life) or binary classification for categorical outcomes (e.g., BBB penetration, CYP inhibition). For this dataset (lipophilicity_astrazeneca), we predict Y. (1) The compound is O=S(=O)(Nc1ncc(Cl)s1)c1cc(F)c(Oc2ccc(F)cc2-c2cn[nH]c2)cc1F. The Y is 2.70 logD. (2) The drug is CSc1ccc(N2C(N)=NC(N)=NC2(C)C)cc1. The Y is -0.840 logD.